This data is from Forward reaction prediction with 1.9M reactions from USPTO patents (1976-2016). The task is: Predict the product of the given reaction. (1) Given the reactants [CH:1]([C:3]1[CH:11]=[CH:10][C:6]([C:7](O)=[O:8])=[CH:5][CH:4]=1)=[O:2].S(Cl)([Cl:14])=O, predict the reaction product. The product is: [CH:1]([C:3]1[CH:11]=[CH:10][C:6]([C:7]([Cl:14])=[O:8])=[CH:5][CH:4]=1)=[O:2]. (2) Given the reactants [CH3:1][O:2][C:3](=[O:20])[C:4]1[CH:9]=[CH:8][C:7]([CH:10]=[CH:11][C:12](=[O:19])[C:13]2[CH:18]=[CH:17][CH:16]=[CH:15][CH:14]=2)=[CH:6][CH:5]=1.CO.C[N+]1([O-])CCOCC1, predict the reaction product. The product is: [CH3:1][O:2][C:3](=[O:20])[C:4]1[CH:5]=[CH:6][C:7]([CH2:10][CH2:11][C:12](=[O:19])[C:13]2[CH:14]=[CH:15][CH:16]=[CH:17][CH:18]=2)=[CH:8][CH:9]=1. (3) The product is: [N:12]1[CH:17]=[CH:16][C:15]([C:2]2[S:3][C:4]([C:7]([OH:9])=[O:8])=[CH:5][N:6]=2)=[CH:14][CH:13]=1. Given the reactants Br[C:2]1[S:3][C:4]([C:7]([O:9]CC)=[O:8])=[CH:5][N:6]=1.[N:12]1[CH:17]=[CH:16][C:15](B(O)O)=[CH:14][CH:13]=1.C(=O)([O-])[O-].[K+].[K+], predict the reaction product. (4) Given the reactants [F:1][C:2]1([F:12])[O:6][C:5]2[CH:7]=[CH:8][C:9]([NH2:11])=[CH:10][C:4]=2[O:3]1.C([O:20][CH2:21][CH3:22])(OCC)OCC.[N+:23]([CH2:26]C(OCC)=O)([O-])=O.[C:32](O)(=O)C, predict the reaction product. The product is: [F:12][C:2]1([F:1])[O:6][C:5]2[CH:7]=[CH:8][C:9]([N:11]3[CH:32]=[C:22]([CH2:21][OH:20])[N:23]=[CH:26]3)=[CH:10][C:4]=2[O:3]1. (5) Given the reactants [F:1][C:2]1[CH:7]=[CH:6][C:5]([C@:8]2([CH2:29][CH2:30][C:31](N)=[O:32])[O:13][C:12](=[O:14])[N:11]([C@H:15]([C:17]3[CH:22]=[CH:21][C:20]([C:23]4[CH:24]=[N:25][CH:26]=[CH:27][CH:28]=4)=[CH:19][CH:18]=3)[CH3:16])[CH2:10][CH2:9]2)=[CH:4][CH:3]=1.C1C=C(Cl)C=C(C(OO)=[O:42])C=1, predict the reaction product. The product is: [F:1][C:2]1[CH:7]=[CH:6][C:5]([C@:8]2([CH2:29][CH2:30][C:31]([OH:32])=[O:42])[O:13][C:12](=[O:14])[N:11]([C@H:15]([C:17]3[CH:22]=[CH:21][C:20]([C:23]4[CH:24]=[N:25][CH:26]=[CH:27][CH:28]=4)=[CH:19][CH:18]=3)[CH3:16])[CH2:10][CH2:9]2)=[CH:4][CH:3]=1. (6) Given the reactants F[C:2]1[CH:11]=[C:10]([F:12])[C:9]2[C:4](=[CH:5][C:6]([O:14][CH3:15])=[C:7]([F:13])[CH:8]=2)[N:3]=1.C1C[O:19][CH2:18]C1.C[O-].[Na+], predict the reaction product. The product is: [F:12][C:10]1[C:9]2[C:4](=[CH:5][C:6]([O:14][CH3:15])=[C:7]([F:13])[CH:8]=2)[N:3]=[C:2]([O:19][CH3:18])[CH:11]=1. (7) Given the reactants [CH:1]1([C:4]#[C:5][C:6]2[C:7]([NH2:26])=[N:8][C:9]([C:19]3[CH:24]=[CH:23][C:22]([CH3:25])=[CH:21][CH:20]=3)=[C:10]([C:12]3[CH:17]=[CH:16][C:15]([CH3:18])=[CH:14][CH:13]=3)[N:11]=2)[CH2:3][CH2:2]1.CC(C)([O-])C.[K+], predict the reaction product. The product is: [CH:1]1([C:4]2[NH:26][C:7]3=[N:8][C:9]([C:19]4[CH:20]=[CH:21][C:22]([CH3:25])=[CH:23][CH:24]=4)=[C:10]([C:12]4[CH:17]=[CH:16][C:15]([CH3:18])=[CH:14][CH:13]=4)[N:11]=[C:6]3[CH:5]=2)[CH2:3][CH2:2]1.